From a dataset of Peptide-MHC class II binding affinity with 134,281 pairs from IEDB. Regression. Given a peptide amino acid sequence and an MHC pseudo amino acid sequence, predict their binding affinity value. This is MHC class II binding data. (1) The peptide sequence is RNSRWSSPDNVKPLY. The MHC is HLA-DQA10101-DQB10501 with pseudo-sequence HLA-DQA10101-DQB10501. The binding affinity (normalized) is 0. (2) The peptide sequence is RDHICLLRPLLWDYI. The MHC is DRB1_1302 with pseudo-sequence DRB1_1302. The binding affinity (normalized) is 0.143.